Predict the reactants needed to synthesize the given product. From a dataset of Full USPTO retrosynthesis dataset with 1.9M reactions from patents (1976-2016). Given the product [Cl:1][C:2]1[CH:7]=[CH:6][C:5]([NH:8][C:9]([N:11]2[C:15]3[CH:16]=[CH:17][C:18]([OH:20])=[CH:19][C:14]=3[O:13][CH2:12]2)=[O:10])=[CH:4][C:3]=1[C:28]([F:30])([F:29])[F:31], predict the reactants needed to synthesize it. The reactants are: [Cl:1][C:2]1[CH:7]=[CH:6][C:5]([NH:8][C:9]([N:11]2[C:15]3[CH:16]=[CH:17][C:18]([O:20]CC4C=CC=CC=4)=[CH:19][C:14]=3[O:13][CH2:12]2)=[O:10])=[CH:4][C:3]=1[C:28]([F:31])([F:30])[F:29].